Dataset: NCI-60 drug combinations with 297,098 pairs across 59 cell lines. Task: Regression. Given two drug SMILES strings and cell line genomic features, predict the synergy score measuring deviation from expected non-interaction effect. (1) Drug 1: CC(C)(C#N)C1=CC(=CC(=C1)CN2C=NC=N2)C(C)(C)C#N. Drug 2: C1CN(P(=O)(OC1)NCCCl)CCCl. Cell line: MCF7. Synergy scores: CSS=1.66, Synergy_ZIP=0.00136, Synergy_Bliss=-3.83, Synergy_Loewe=-2.18, Synergy_HSA=-2.43. (2) Drug 1: C1CN1C2=NC(=NC(=N2)N3CC3)N4CC4. Drug 2: CC(C)(C#N)C1=CC(=CC(=C1)CN2C=NC=N2)C(C)(C)C#N. Cell line: U251. Synergy scores: CSS=32.3, Synergy_ZIP=5.20, Synergy_Bliss=6.62, Synergy_Loewe=1.61, Synergy_HSA=3.93. (3) Drug 1: C1=CC(=CC=C1CC(C(=O)O)N)N(CCCl)CCCl.Cl. Drug 2: CC1CCC2CC(C(=CC=CC=CC(CC(C(=O)C(C(C(=CC(C(=O)CC(OC(=O)C3CCCCN3C(=O)C(=O)C1(O2)O)C(C)CC4CCC(C(C4)OC)OCCO)C)C)O)OC)C)C)C)OC. Cell line: IGROV1. Synergy scores: CSS=35.1, Synergy_ZIP=-2.98, Synergy_Bliss=-3.39, Synergy_Loewe=-2.90, Synergy_HSA=3.36. (4) Drug 1: CC=C1C(=O)NC(C(=O)OC2CC(=O)NC(C(=O)NC(CSSCCC=C2)C(=O)N1)C(C)C)C(C)C. Drug 2: C1CCC(C(C1)N)N.C(=O)(C(=O)[O-])[O-].[Pt+4]. Cell line: HCC-2998. Synergy scores: CSS=54.7, Synergy_ZIP=1.24, Synergy_Bliss=2.18, Synergy_Loewe=-15.1, Synergy_HSA=3.24. (5) Drug 1: CC1CCC2CC(C(=CC=CC=CC(CC(C(=O)C(C(C(=CC(C(=O)CC(OC(=O)C3CCCCN3C(=O)C(=O)C1(O2)O)C(C)CC4CCC(C(C4)OC)OCCO)C)C)O)OC)C)C)C)OC. Drug 2: CN1C2=C(C=C(C=C2)N(CCCl)CCCl)N=C1CCCC(=O)O.Cl. Cell line: UO-31. Synergy scores: CSS=12.3, Synergy_ZIP=-5.96, Synergy_Bliss=-0.0706, Synergy_Loewe=-20.9, Synergy_HSA=0.282. (6) Drug 1: CC1CCCC2(C(O2)CC(NC(=O)CC(C(C(=O)C(C1O)C)(C)C)O)C(=CC3=CSC(=N3)C)C)C. Drug 2: B(C(CC(C)C)NC(=O)C(CC1=CC=CC=C1)NC(=O)C2=NC=CN=C2)(O)O. Cell line: OVCAR-5. Synergy scores: CSS=71.0, Synergy_ZIP=-0.431, Synergy_Bliss=-3.16, Synergy_Loewe=-2.88, Synergy_HSA=-0.507.